From a dataset of Reaction yield outcomes from USPTO patents with 853,638 reactions. Predict the reaction yield, written as a fraction of the theoretical maximum amount of product (1.0 means a 100% yield; for example, 0.34 means a 34% yield). (1) The reactants are C([O-])([O-])=O.[K+].[K+].Cl[C:8]1[C:13](=[O:14])[N:12]([CH3:15])[CH:11]=[C:10]2[CH2:16][N:17]([CH2:20][CH2:21][C:22]3[N:30]=[C:25]4[CH:26]=[CH:27][CH:28]=[CH:29][N:24]4[N:23]=3)[C:18](=[O:19])[C:9]=12.[N:31]1[CH:36]=[CH:35][CH:34]=[C:33](B(O)O)[CH:32]=1.O. The catalyst is CN(C=O)C.[Pd](Cl)Cl.C1(P(C2C=CC=CC=2)C2C=CC=CC=2)C=CC=CC=1.C1(P(C2C=CC=CC=2)C2C=CC=CC=2)C=CC=CC=1. The product is [CH3:15][N:12]1[C:13](=[O:14])[C:8]([C:33]2[CH:32]=[N:31][CH:36]=[CH:35][CH:34]=2)=[C:9]2[C:18](=[O:19])[N:17]([CH2:20][CH2:21][C:22]3[N:30]=[C:25]4[CH:26]=[CH:27][CH:28]=[CH:29][N:24]4[N:23]=3)[CH2:16][C:10]2=[CH:11]1. The yield is 0.445. (2) The reactants are [NH2:1][C:2]1[N:3]([CH3:15])[C:4]2[C:9]([C:10]=1[C:11]([O:13]C)=O)=[CH:8][CH:7]=[CH:6][CH:5]=2.CC1C=CC(S(O)(=O)=[O:24])=CC=1.[O-:27][CH2:28][CH3:29].[Na+].[C:31]1([CH3:37])[CH:36]=[CH:35]C=CC=1. No catalyst specified. The product is [OH:13][C:11]1[C:10]2[C:9]3[C:4](=[CH:5][CH:6]=[CH:7][CH:8]=3)[N:3]([CH3:15])[C:2]=2[N:1]=[C:31]([CH3:37])[C:36]=1[C:35]([O:27][CH2:28][CH3:29])=[O:24]. The yield is 0.371. (3) The reactants are Cl.[Br:2][C:3]1[CH:4]=[C:5]([CH2:9][C:10]([CH3:14])([CH3:13])[CH2:11][NH2:12])[CH:6]=[CH:7][CH:8]=1.CCN(CC)CC.[F:22][C:23]([F:30])([F:29])[C:24](OCC)=[O:25]. The yield is 0.580. The product is [Br:2][C:3]1[CH:4]=[C:5]([CH2:9][C:10]([CH3:14])([CH3:13])[CH2:11][NH:12][C:24](=[O:25])[C:23]([F:30])([F:29])[F:22])[CH:6]=[CH:7][CH:8]=1. The catalyst is C1COCC1. (4) The reactants are [CH2:1]([N:8]1[CH2:13][CH2:12][C:11](=O)[CH:10]([C:15]2[CH:20]=[CH:19][C:18]([Cl:21])=[CH:17][CH:16]=2)[CH2:9]1)[C:2]1[CH:7]=[CH:6][CH:5]=[CH:4][CH:3]=1.[NH:22]1[CH2:27][CH2:26][NH:25][CH2:24][CH2:23]1.C([BH3-])#N.[Na+].[OH-].[Na+]. The catalyst is C(O)C.O. The product is [CH2:1]([N:8]1[CH2:13][CH2:12][C@H:11]([N:22]2[CH2:27][CH2:26][NH:25][CH2:24][CH2:23]2)[C@H:10]([C:15]2[CH:20]=[CH:19][C:18]([Cl:21])=[CH:17][CH:16]=2)[CH2:9]1)[C:2]1[CH:7]=[CH:6][CH:5]=[CH:4][CH:3]=1. The yield is 0.670. (5) The product is [CH3:25][Sn:26]([CH3:28])([CH3:27])[C:22]1[S:21][C:20]([CH2:6][CH2:7][CH2:8][CH2:9][CH2:10][CH2:11][CH2:12][CH2:13][CH2:14][CH2:15][CH2:16][CH2:17][CH2:18][CH3:19])=[CH:24][CH:23]=1. The yield is 0.990. The reactants are [Li]CCCC.[CH2:6]([C:20]1[S:21][CH:22]=[CH:23][CH:24]=1)[CH2:7][CH2:8][CH2:9][CH2:10][CH2:11][CH2:12][CH2:13][CH2:14][CH2:15][CH2:16][CH2:17][CH2:18][CH3:19].[CH3:25][Sn:26](Cl)([CH3:28])[CH3:27]. The catalyst is C1COCC1. (6) The reactants are [O-]CC.[Na+].Cl.[CH:6]([NH2:8])=[NH:7].[C:9]([O:13][C:14]([N:16]1[CH2:21][CH2:20][CH:19]([C:22](=O)[C:23]([F:26])([F:25])[F:24])[C:18](=O)[CH2:17]1)=[O:15])([CH3:12])([CH3:11])[CH3:10]. The catalyst is C(O)C. The product is [C:9]([O:13][C:14]([N:16]1[CH2:21][CH2:20][C:19]2[C:22]([C:23]([F:26])([F:24])[F:25])=[N:8][CH:6]=[N:7][C:18]=2[CH2:17]1)=[O:15])([CH3:12])([CH3:10])[CH3:11]. The yield is 0.130. (7) The reactants are C[O:2][C:3]([C:5]1[CH:6]=[N:7][C:8](Br)=[CH:9][CH:10]=1)=[O:4].[F:12][C:13]1[CH:18]=[CH:17][C:16](B(O)O)=[C:15]([CH3:22])[CH:14]=1.[F-].[Cs+].C(=O)([O-])[O-].[Na+].[Na+].C1(P(C2C=CC=CC=2)C2C=CC=CC=2)C=CC=CC=1. The catalyst is CN(C=O)C.O.CC([O-])=O.CC([O-])=O.[Pd+2]. The product is [F:12][C:13]1[CH:18]=[CH:17][C:16]([C:8]2[N:7]=[CH:6][C:5]([C:3]([OH:2])=[O:4])=[CH:10][CH:9]=2)=[C:15]([CH3:22])[CH:14]=1. The yield is 0.740. (8) The reactants are [Cl:1][CH2:2][C:3](Cl)=[O:4].[NH:6]1[CH2:11][CH2:10][O:9][CH2:8][CH2:7]1.CCN(CC)CC. The catalyst is C(Cl)Cl. The product is [Cl:1][CH2:2][C:3]([N:6]1[CH2:11][CH2:10][O:9][CH2:8][CH2:7]1)=[O:4]. The yield is 1.00. (9) The reactants are [O:1]=[C:2]1[NH:8][C:7]2[C:9]3[C:14]([CH:15]=[CH:16][C:6]=2[N:5]([C:17]2[CH:22]=[CH:21][C:20]([N:23]4[CH:27]=[CH:26][N:25]=[C:24]4[CH2:28][CH2:29][C:30]4[CH:37]=[CH:36][C:33]([C:34]#[N:35])=[CH:32][CH:31]=4)=[CH:19][CH:18]=2)[C:4](=[O:38])[CH2:3]1)=[CH:13][CH:12]=[CH:11][CH:10]=3.C(=O)([O-])[OH:40].[Na+]. No catalyst specified. The product is [O:1]=[C:2]1[NH:8][C:7]2[C:9]3[C:14]([CH:15]=[CH:16][C:6]=2[N:5]([C:17]2[CH:22]=[CH:21][C:20]([N:23]4[CH:27]=[CH:26][N:25]=[C:24]4[CH2:28][CH2:29][C:30]4[CH:31]=[CH:32][C:33]([C:34]([NH2:35])=[O:40])=[CH:36][CH:37]=4)=[CH:19][CH:18]=2)[C:4](=[O:38])[CH2:3]1)=[CH:13][CH:12]=[CH:11][CH:10]=3. The yield is 0.610. (10) The reactants are [CH2:1]([O:3][C:4]([C:6]1[O:7][C:8]2[C:13]([C:14](=[O:16])[CH:15]=1)=[CH:12][C:11]([OH:17])=[CH:10][C:9]=2[Br:18])=[O:5])[CH3:2].S(OCC)(O[CH2:23][CH3:24])(=O)=O.C([O-])([O-])=O.[K+].[K+].C(OCC)(=O)C. The catalyst is C1(C)C=CC=CC=1. The product is [CH2:1]([O:3][C:4]([C:6]1[O:7][C:8]2[C:13]([C:14](=[O:16])[CH:15]=1)=[CH:12][C:11]([O:17][CH2:23][CH3:24])=[CH:10][C:9]=2[Br:18])=[O:5])[CH3:2]. The yield is 0.650.